This data is from Catalyst prediction with 721,799 reactions and 888 catalyst types from USPTO. The task is: Predict which catalyst facilitates the given reaction. (1) Reactant: [C:1]1([CH2:7][N:8]2[CH2:13][C:12](=[O:14])[N:11]([CH2:15][C:16]3[CH:21]=[CH:20][CH:19]=[CH:18][CH:17]=3)[CH2:10][C:9]2=[O:22])[CH:6]=[CH:5][CH:4]=[CH:3][CH:2]=1.C([N-]C(C)C)(C)C.[Li+].[O:31]=[C:32]1[CH2:35][N:34]([C:36]([O:38][C:39]([CH3:42])([CH3:41])[CH3:40])=[O:37])[CH2:33]1. Product: [O:14]=[C:12]1[N:11]([CH2:15][C:16]2[CH:21]=[CH:20][CH:19]=[CH:18][CH:17]=2)[CH2:10][C:9](=[O:22])[N:8]([CH2:7][C:1]2[CH:2]=[CH:3][CH:4]=[CH:5][CH:6]=2)[CH:13]1[C:32]1([OH:31])[CH2:33][N:34]([C:36]([O:38][C:39]([CH3:41])([CH3:40])[CH3:42])=[O:37])[CH2:35]1. The catalyst class is: 1. (2) Reactant: Br[C:2]1[CH:6]=[CH:5][S:4][C:3]=1[C:7]([O:9][CH3:10])=[O:8].[C:11]([CH:15]1[CH2:20]C(=O)[CH2:18][CH2:17][O:16]1)([CH3:14])([CH3:13])[CH3:12].CC1(C)C2C(=C(P(C3C=CC=CC=3)C3C=CC=CC=3)C=CC=2)OC2C(P(C3C=CC=CC=3)C3C=CC=CC=3)=CC=CC1=2.C([O-])([O-])=O.[Cs+].[Cs+]. Product: [C:11]([CH:15]1[O:16][CH2:17][C:18]2[C:2]3[CH:6]=[CH:5][S:4][C:3]=3[C:7](=[O:8])[O:9][C:10]=2[CH2:20]1)([CH3:14])([CH3:13])[CH3:12]. The catalyst class is: 187.